This data is from Forward reaction prediction with 1.9M reactions from USPTO patents (1976-2016). The task is: Predict the product of the given reaction. (1) The product is: [Cl:7][CH:6]([Cl:8])[C:25](=[O:26])[C@@H:17]([N:16]=[C:15]([C:28]1[CH:29]=[CH:30][CH:31]=[CH:32][CH:33]=1)[C:9]1[CH:10]=[CH:11][CH:12]=[CH:13][CH:14]=1)[CH2:18][C:19]1[CH:24]=[CH:23][CH:22]=[CH:21][CH:20]=1. Given the reactants C([Li])CCC.[CH2:6]([Cl:8])[Cl:7].[C:9]1([C:15]([C:28]2[CH:33]=[CH:32][CH:31]=[CH:30][CH:29]=2)=[N:16][C@H:17]([C:25](O)=[O:26])[CH2:18][C:19]2[CH:24]=[CH:23][CH:22]=[CH:21][CH:20]=2)[CH:14]=[CH:13][CH:12]=[CH:11][CH:10]=1.[Cl-].[NH4+], predict the reaction product. (2) Given the reactants [H-].[Al+3].[Li+].[H-].[H-].[H-].[CH2:7]([C:10]1[CH:15]=[CH:14][C:13]([CH2:16][CH2:17][C:18](OCC)=[O:19])=[CH:12][CH:11]=1)[CH2:8][CH3:9].C(OCC)(=O)C.N, predict the reaction product. The product is: [CH2:7]([C:10]1[CH:15]=[CH:14][C:13]([CH2:16][CH2:17][CH2:18][OH:19])=[CH:12][CH:11]=1)[CH2:8][CH3:9]. (3) Given the reactants BrC1C=CC(C(N2CCN(C3C(C)=CC(C)=CN=3)CC2)=O)=C(F)C=1.C(C1NC(=O)N(CC2C=CC(OC)=CC=2)C1=O)C.[CH3:43][C:44]1[C:45]([N:51]2[CH2:56][CH2:55][N:54]([C:57]([C:59]3[CH:64]=[CH:63][C:62]([N:65]4[CH:69]([CH2:70][CH3:71])[C:68](=[O:72])[N:67](CC5C=CC(OC)=CC=5)[C:66]4=[O:82])=[CH:61][C:60]=3[F:83])=[O:58])[CH2:53][CH2:52]2)=[N:46][CH:47]=[C:48]([CH3:50])[CH:49]=1, predict the reaction product. The product is: [CH3:43][C:44]1[C:45]([N:51]2[CH2:52][CH2:53][N:54]([C:57]([C:59]3[CH:64]=[CH:63][C:62]([N:65]4[CH:69]([CH2:70][CH3:71])[C:68](=[O:72])[NH:67][C:66]4=[O:82])=[CH:61][C:60]=3[F:83])=[O:58])[CH2:55][CH2:56]2)=[N:46][CH:47]=[C:48]([CH3:50])[CH:49]=1. (4) Given the reactants [Cl:1][C:2]1[CH:7]=[C:6]([Cl:8])[CH:5]=[CH:4][C:3]=1[C:9]1[N:10]=[C:11](/[CH:14]=[CH:15]/[C:16]2[CH:21]=[CH:20][C:19]([C:22]3[CH:27]=[CH:26][C:25]([O:28][CH3:29])=[CH:24][CH:23]=3)=[CH:18][CH:17]=2)[NH:12][CH:13]=1.[CH2:30](Br)[CH:31]([CH3:33])[CH3:32], predict the reaction product. The product is: [Cl:1][C:2]1[CH:7]=[C:6]([Cl:8])[CH:5]=[CH:4][C:3]=1[C:9]1[N:10]=[C:11](/[CH:14]=[CH:15]/[C:16]2[CH:21]=[CH:20][C:19]([C:22]3[CH:23]=[CH:24][C:25]([O:28][CH3:29])=[CH:26][CH:27]=3)=[CH:18][CH:17]=2)[N:12]([CH2:30][CH:31]([CH3:33])[CH3:32])[CH:13]=1.